From a dataset of NCI-60 drug combinations with 297,098 pairs across 59 cell lines. Regression. Given two drug SMILES strings and cell line genomic features, predict the synergy score measuring deviation from expected non-interaction effect. (1) Drug 1: CC1=C(C=C(C=C1)NC2=NC=CC(=N2)N(C)C3=CC4=NN(C(=C4C=C3)C)C)S(=O)(=O)N.Cl. Drug 2: CCCS(=O)(=O)NC1=C(C(=C(C=C1)F)C(=O)C2=CNC3=C2C=C(C=N3)C4=CC=C(C=C4)Cl)F. Cell line: MCF7. Synergy scores: CSS=-0.0155, Synergy_ZIP=2.17, Synergy_Bliss=9.22, Synergy_Loewe=4.81, Synergy_HSA=5.86. (2) Drug 1: CN1C(=O)N2C=NC(=C2N=N1)C(=O)N. Drug 2: COC1=C2C(=CC3=C1OC=C3)C=CC(=O)O2. Cell line: MDA-MB-231. Synergy scores: CSS=0.105, Synergy_ZIP=2.69, Synergy_Bliss=6.38, Synergy_Loewe=0.550, Synergy_HSA=1.08. (3) Drug 1: CCC1=C2CN3C(=CC4=C(C3=O)COC(=O)C4(CC)O)C2=NC5=C1C=C(C=C5)O. Drug 2: C1CC(=O)NC(=O)C1N2C(=O)C3=CC=CC=C3C2=O. Cell line: NCI-H460. Synergy scores: CSS=27.3, Synergy_ZIP=-5.85, Synergy_Bliss=0.634, Synergy_Loewe=-20.7, Synergy_HSA=-0.0213.